This data is from Catalyst prediction with 721,799 reactions and 888 catalyst types from USPTO. The task is: Predict which catalyst facilitates the given reaction. Reactant: [C:1](=[O:13])([O:3][C:4]1([C:9](C)(C)C)[CH2:7]C(=O)[CH2:5]1)[NH2:2].[CH3:25][CH2:22][CH:23]([CH3:24])[BH-]([CH:22]([CH3:25])[CH2:23][CH3:24])[CH:22]([CH3:25])[CH2:23][CH3:24].[Li+].[OH-:28].[Na+].OO. Product: [OH:28][C@@H:22]1[CH2:23][C@H:24]([NH:2][C:1](=[O:13])[O:3][C:4]([CH3:9])([CH3:7])[CH3:5])[CH2:25]1. The catalyst class is: 249.